From a dataset of Peptide-MHC class I binding affinity with 185,985 pairs from IEDB/IMGT. Regression. Given a peptide amino acid sequence and an MHC pseudo amino acid sequence, predict their binding affinity value. This is MHC class I binding data. (1) The peptide sequence is DQFSIPIRY. The MHC is HLA-B15:01 with pseudo-sequence HLA-B15:01. The binding affinity (normalized) is 0.412. (2) The binding affinity (normalized) is 0.508. The MHC is HLA-B44:03 with pseudo-sequence HLA-B44:03. The peptide sequence is MEEALKGLPI. (3) The peptide sequence is RRATAILRK. The MHC is HLA-B73:01 with pseudo-sequence HLA-B73:01. The binding affinity (normalized) is 0.0847. (4) The peptide sequence is VYCFTPSPV. The MHC is Patr-A0901 with pseudo-sequence Patr-A0901. The binding affinity (normalized) is 0.525. (5) The peptide sequence is SPRLKAICI. The MHC is HLA-B51:01 with pseudo-sequence HLA-B51:01. The binding affinity (normalized) is 0.119. (6) The peptide sequence is KSMRDQRKG. The MHC is HLA-A03:01 with pseudo-sequence HLA-A03:01. The binding affinity (normalized) is 0. (7) The peptide sequence is WPALSSIAA. The MHC is HLA-B35:01 with pseudo-sequence HLA-B35:01. The binding affinity (normalized) is 0.941. (8) The peptide sequence is MSAIVSCRY. The MHC is HLA-A80:01 with pseudo-sequence HLA-A80:01. The binding affinity (normalized) is 0.334. (9) The peptide sequence is RTHFSQPSG. The binding affinity (normalized) is 0.752. The MHC is HLA-A30:01 with pseudo-sequence HLA-A30:01. (10) The MHC is HLA-C07:01 with pseudo-sequence HLA-C07:01. The binding affinity (normalized) is 0.0847. The peptide sequence is RIYSHIAPY.